From a dataset of Peptide-MHC class II binding affinity with 134,281 pairs from IEDB. Regression. Given a peptide amino acid sequence and an MHC pseudo amino acid sequence, predict their binding affinity value. This is MHC class II binding data. (1) The peptide sequence is SKLKLLKGSETTVTE. The MHC is DRB1_0701 with pseudo-sequence DRB1_0701. The binding affinity (normalized) is 0.454. (2) The peptide sequence is YKFIPSLEAAVKQAY. The MHC is DRB3_0101 with pseudo-sequence DRB3_0101. The binding affinity (normalized) is 0.310. (3) The peptide sequence is CILAWILVRIINVRS. The MHC is DRB1_0701 with pseudo-sequence DRB1_0701. The binding affinity (normalized) is 0.200. (4) The peptide sequence is EVLFRLENHAETLRA. The MHC is DRB1_0701 with pseudo-sequence DRB1_0701. The binding affinity (normalized) is 0.450. (5) The peptide sequence is SGGFSTTVSTEQNVP. The MHC is HLA-DQA10401-DQB10402 with pseudo-sequence HLA-DQA10401-DQB10402. The binding affinity (normalized) is 0.386.